This data is from Forward reaction prediction with 1.9M reactions from USPTO patents (1976-2016). The task is: Predict the product of the given reaction. (1) Given the reactants [N:1]1([C@H:10]([C:15]2[S:16][CH:17]=[CH:18][CH:19]=2)[C@H:11]([OH:14])[CH2:12]O)[C:9]2[C:4](=[CH:5][CH:6]=[CH:7][CH:8]=2)[CH:3]=[CH:2]1.C1(C)C=CC(S(Cl)(=O)=O)=CC=1.[N:31]1C=CC=C[CH:32]=1, predict the reaction product. The product is: [N:1]1([C@H:10]([C:15]2[S:16][CH:17]=[CH:18][CH:19]=2)[C@H:11]([OH:14])[CH2:12][NH:31][CH3:32])[C:9]2[C:4](=[CH:5][CH:6]=[CH:7][CH:8]=2)[CH:3]=[CH:2]1. (2) Given the reactants [CH3:1][C@@:2]([S:22]([CH3:25])(=[O:24])=[O:23])([CH2:8][CH2:9][N:10]1[CH:14]=[C:13]([C:15]2[CH:20]=[CH:19][CH:18]=[CH:17][CH:16]=2)[C:12]([CH3:21])=[N:11]1)[C:3]([O:5]CC)=[O:4].[OH-].[K+], predict the reaction product. The product is: [CH3:1][C@@:2]([S:22]([CH3:25])(=[O:23])=[O:24])([CH2:8][CH2:9][N:10]1[CH:14]=[C:13]([C:15]2[CH:20]=[CH:19][CH:18]=[CH:17][CH:16]=2)[C:12]([CH3:21])=[N:11]1)[C:3]([OH:5])=[O:4]. (3) Given the reactants [CH:1]([C:3]1[S:4][C:5]([CH:13]([CH3:15])[CH3:14])=[C:6]([C:8]([O:10][CH2:11][CH3:12])=[O:9])[N:7]=1)=O.[NH:16]1[CH2:21][CH2:20][O:19][CH2:18][CH2:17]1.C(O[BH-](OC(=O)C)OC(=O)C)(=O)C.[Na+].C(=O)(O)[O-].[Na+], predict the reaction product. The product is: [CH3:14][CH:13]([C:5]1[S:4][C:3]([CH2:1][N:16]2[CH2:21][CH2:20][O:19][CH2:18][CH2:17]2)=[N:7][C:6]=1[C:8]([O:10][CH2:11][CH3:12])=[O:9])[CH3:15]. (4) Given the reactants [OH:1][C:2]1[CH:7]=[CH:6][C:5]([C:8]([C:10]2[CH:15]=[CH:14][CH:13]=[C:12]([CH3:16])[CH:11]=2)=[O:9])=[CH:4][CH:3]=1.Cl[C:18]1[C:27]2[C:22](=[CH:23][C:24]([O:30][CH3:31])=[C:25]([O:28][CH3:29])[CH:26]=2)[N:21]=[CH:20][CH:19]=1.C(=O)([O-])O.[Na+], predict the reaction product. The product is: [CH3:29][O:28][C:25]1[CH:26]=[C:27]2[C:22](=[CH:23][C:24]=1[O:30][CH3:31])[N:21]=[CH:20][CH:19]=[C:18]2[O:1][C:2]1[CH:3]=[CH:4][C:5]([C:8]([C:10]2[CH:15]=[CH:14][CH:13]=[C:12]([CH3:16])[CH:11]=2)=[O:9])=[CH:6][CH:7]=1. (5) Given the reactants [CH:1]([C:3]1[CH:8]=[CH:7][C:6]([C:9]2[CH:14]=[CH:13][CH:12]=[C:11]([CH2:15][NH:16][C:17](=[O:23])[O:18][C:19]([CH3:22])([CH3:21])[CH3:20])[CH:10]=2)=[CH:5][CH:4]=1)=O.[S:24]1[CH2:28][C:27](=[O:29])[NH:26][C:25]1=[O:30], predict the reaction product. The product is: [O:30]=[C:25]1[NH:26][C:27](=[O:29])[C:28](=[CH:1][C:3]2[CH:4]=[CH:5][C:6]([C:9]3[CH:14]=[CH:13][CH:12]=[C:11]([CH2:15][NH:16][C:17](=[O:23])[O:18][C:19]([CH3:21])([CH3:20])[CH3:22])[CH:10]=3)=[CH:7][CH:8]=2)[S:24]1.